The task is: Predict the reactants needed to synthesize the given product.. This data is from Full USPTO retrosynthesis dataset with 1.9M reactions from patents (1976-2016). (1) Given the product [N+:8]([C:6]1[CH:7]=[C:2]([C:13]#[C:12][C:14]2[CH:19]=[CH:18][CH:17]=[CH:16][CH:15]=2)[C:3]([NH2:11])=[N:4][CH:5]=1)([O-:10])=[O:9], predict the reactants needed to synthesize it. The reactants are: Br[C:2]1[C:3]([NH2:11])=[N:4][CH:5]=[C:6]([N+:8]([O-:10])=[O:9])[CH:7]=1.[C:12]([C:14]1[CH:19]=[CH:18][CH:17]=[CH:16][CH:15]=1)#[CH:13]. (2) Given the product [NH2:35][CH2:34][C:33]([CH3:44])([CH3:43])[CH2:32][NH:31][C:29](=[O:30])[C:28]1[CH:45]=[CH:46][C:25]([NH:24][C:14]2[N:13]=[C:12]([NH:11][C:8]3([C:5]4[CH:6]=[CH:7][C:2]([Cl:1])=[CH:3][CH:4]=4)[CH2:10][CH2:9]3)[N:17]=[C:16]([O:18][CH2:19][C:20]([F:22])([F:23])[F:21])[N:15]=2)=[C:26]([F:47])[CH:27]=1, predict the reactants needed to synthesize it. The reactants are: [Cl:1][C:2]1[CH:7]=[CH:6][C:5]([C:8]2([NH:11][C:12]3[N:17]=[C:16]([O:18][CH2:19][C:20]([F:23])([F:22])[F:21])[N:15]=[C:14]([NH:24][C:25]4[CH:46]=[CH:45][C:28]([C:29]([NH:31][CH2:32][C:33]([CH3:44])([CH3:43])[CH2:34][NH:35]C(=O)OC(C)(C)C)=[O:30])=[CH:27][C:26]=4[F:47])[N:13]=3)[CH2:10][CH2:9]2)=[CH:4][CH:3]=1. (3) Given the product [Br:1][C:2]1[S:3][CH:4]=[C:5]([Br:8])[C:6]=1[CH2:7][Br:9], predict the reactants needed to synthesize it. The reactants are: [Br:1][C:2]1[S:3][CH:4]=[C:5]([Br:8])[C:6]=1[CH3:7].[Br:9]N1C(=O)CCC1=O. (4) Given the product [Cl:17][C:18]1[C:19]([O:26][CH3:27])=[CH:20][C:21]([O:24][CH3:25])=[C:22]([NH:14][C:15]([NH:13][NH:12][C:10]([C:6]2[CH:7]=[CH:8][CH:9]=[C:4]([N+:1]([O-:3])=[O:2])[CH:5]=2)=[O:11])=[S:16])[CH:23]=1, predict the reactants needed to synthesize it. The reactants are: [N+:1]([C:4]1[CH:5]=[C:6]([C:10]([NH:12][NH2:13])=[O:11])[CH:7]=[CH:8][CH:9]=1)([O-:3])=[O:2].[N-:14]=[C:15]=[S:16].[Cl:17][C:18]1[C:19]([O:26][CH3:27])=[CH:20][C:21]([O:24][CH3:25])=[CH:22][CH:23]=1. (5) Given the product [Br:1][C:2]1[CH:3]=[C:4]([CH:5]2[O:12][CH2:13][C:14]([CH3:18])([CH3:16])[CH2:15][O:6]2)[CH:7]=[CH:8][C:9]=1[O:10][CH3:11], predict the reactants needed to synthesize it. The reactants are: [Br:1][C:2]1[CH:3]=[C:4]([CH:7]=[CH:8][C:9]=1[O:10][CH3:11])[CH:5]=[O:6].[OH:12][CH2:13][C:14]([CH3:18])([CH2:16]O)[CH3:15].O. (6) Given the product [F:55][C:26]([F:25])([F:54])[S:27]([O:30][C:31]1[CH:32]=[C:33]2[C:38](=[CH:39][CH:40]=1)[O:37][CH2:36][C@@H:35]([NH:41][C:42]([O:44][CH2:45][CH3:46])=[O:43])[C@H:34]2[CH2:47][C:48]1[CH:53]=[CH:52][CH:51]=[CH:50][CH:49]=1)(=[O:28])=[O:29], predict the reactants needed to synthesize it. The reactants are: C([C@H]1C2C(=CC=C(O)C=2)OC[C@H]1NC(=O)OCC)C1C=CC=CC=1.[F:25][C:26]([F:55])([F:54])[S:27]([O:30][C:31]1[CH:32]=[C:33]2[C:38](=[CH:39][CH:40]=1)[O:37][CH2:36][CH:35]([NH:41][C:42]([O:44][CH2:45][CH3:46])=[O:43])[CH:34]2[CH2:47][C:48]1[CH:53]=[CH:52][CH:51]=[CH:50][CH:49]=1)(=[O:29])=[O:28].N1C=CC=CC=1.FC(F)(F)S(OS(C(F)(F)F)(=O)=O)(=O)=O. (7) The reactants are: [CH3:1][CH:2]1[CH2:6][CH2:5][CH:4]([CH3:7])[NH:3]1.[CH:8]1([C:11]2[N:16]=[C:15]([C:17]([NH:19][C:20]3[CH:28]=[N:27][CH:26]=[CH:25][C:21]=3[C:22](O)=[O:23])=[O:18])[C:14]([NH:29][C:30]3[CH:31]=[N:32][CH:33]=[N:34][CH:35]=3)=[CH:13][CH:12]=2)[CH2:10][CH2:9]1. Given the product [CH3:1][CH:2]1[CH2:6][CH2:5][CH:4]([CH3:7])[N:3]1[C:22]([C:21]1[CH:25]=[CH:26][N:27]=[CH:28][C:20]=1[NH:19][C:17]([C:15]1[C:14]([NH:29][C:30]2[CH:31]=[N:32][CH:33]=[N:34][CH:35]=2)=[CH:13][CH:12]=[C:11]([CH:8]2[CH2:10][CH2:9]2)[N:16]=1)=[O:18])=[O:23], predict the reactants needed to synthesize it. (8) Given the product [Br:23][C:5]1[S:1][C:2]([NH:6][C:7]([C:9]2[C:17]3[C:12](=[CH:13][C:14]([F:18])=[CH:15][CH:16]=3)[N:11]([CH2:19][CH:20]3[CH2:22][CH2:21]3)[CH:10]=2)=[O:8])=[N:3][CH:4]=1, predict the reactants needed to synthesize it. The reactants are: [S:1]1[CH:5]=[CH:4][N:3]=[C:2]1[NH:6][C:7]([C:9]1[C:17]2[C:12](=[CH:13][C:14]([F:18])=[CH:15][CH:16]=2)[N:11]([CH2:19][CH:20]2[CH2:22][CH2:21]2)[CH:10]=1)=[O:8].[Br:23]N1C(=O)CCC1=O. (9) Given the product [OH:27][B:23]1[C:22]2[CH:21]=[CH:20][C:5]([O:6][C:7]3[N:14]=[C:13]([NH:15][CH2:16][CH2:17][O:18][CH3:19])[CH:12]=[CH:11][C:8]=3[C:9]#[N:10])=[CH:4][C:3]=2[CH2:25][O:24]1, predict the reactants needed to synthesize it. The reactants are: C([C:3]1[CH:4]=[C:5]([CH:20]=[CH:21][C:22]=1[B:23]1[O:27]C(C)(C)[C:25](C)(C)[O:24]1)[O:6][C:7]1[N:14]=[C:13]([NH:15][CH2:16][CH2:17][O:18][CH3:19])[CH:12]=[CH:11][C:8]=1[C:9]#[N:10])=O.[BH4-].[Na+].Cl.